This data is from Forward reaction prediction with 1.9M reactions from USPTO patents (1976-2016). The task is: Predict the product of the given reaction. (1) Given the reactants [F:1][C:2]1[CH:7]=[CH:6][CH:5]=[C:4]([O:8][CH3:9])[C:3]=1[OH:10].C(OC([N:18]1[CH2:23][CH2:22][N:21]([C:24]2[C:25]([O:30][CH2:31][CH2:32]O)=[N:26][CH:27]=[CH:28][N:29]=2)[CH2:20][CH2:19]1)=O)(C)(C)C, predict the reaction product. The product is: [N:21]1([C:24]2[C:25]([O:30][CH2:31][CH2:32][O:10][C:3]3[C:4]([O:8][CH3:9])=[CH:5][CH:6]=[CH:7][C:2]=3[F:1])=[N:26][CH:27]=[CH:28][N:29]=2)[CH2:22][CH2:23][NH:18][CH2:19][CH2:20]1. (2) The product is: [OH:11][CH2:2][CH2:3][O:4][CH2:5][CH2:6][O:7][CH2:8][CH2:9][O:10][CH2:14][CH2:13][C:12]([O:16][C:17]([CH3:20])([CH3:19])[CH3:18])=[O:15]. Given the reactants [Na].[CH2:2]([OH:11])[CH2:3][O:4][CH2:5][CH2:6][O:7][CH2:8][CH2:9][OH:10].[C:12]([O:16][C:17]([CH3:20])([CH3:19])[CH3:18])(=[O:15])[CH:13]=[CH2:14].Cl, predict the reaction product. (3) Given the reactants CC1C(C)=CC=CC=1OCCCC(N1C2C(=C(C3C=CC(COC(NCC(OC)=O)=O)=CC=3)C=CC=2)CCC1)=O.C(=O)(OC1C=CC([N+]([O-])=O)=CC=1)OCC1C=CC(C2C=CC=C3C=2CCCN3C(=O)CCCOC2C=CC=C(C)C=2C)=CC=1.[C:85](=[O:105])(OC1C=CC([N+]([O-])=O)=CC=1)[O:86][CH2:87][C:88]1[CH:93]=[CH:92][C:91]([Br:94])=[CH:90][N:89]=1.Cl.NCC(OC)=O.Cl.[NH2:114][CH2:115][CH2:116][C:117]([O:119][CH3:120])=[O:118], predict the reaction product. The product is: [Br:94][C:91]1[CH:92]=[CH:93][C:88]([CH2:87][O:86][C:85]([NH:114][CH2:115][CH2:116][C:117]([O:119][CH3:120])=[O:118])=[O:105])=[N:89][CH:90]=1. (4) Given the reactants [CH3:1][C:2]1([CH3:36])[O:7][C:6]2[CH:8]=[CH:9][C:10]([C@H:12]3[O:16][C:15](=[O:17])[N:14]([CH2:18][CH2:19][CH2:20][CH2:21][CH2:22][CH2:23][O:24][CH2:25][CH2:26][O:27][CH2:28][C:29]4[CH:34]=[CH:33][CH:32]=[C:31](I)[CH:30]=4)[CH2:13]3)=[CH:11][C:5]=2[CH2:4][O:3]1.[OH:37][C:38]1[CH:39]=[C:40](B(O)O)[CH:41]=[CH:42][CH:43]=1.P([O-])([O-])([O-])=O.[K+].[K+].[K+], predict the reaction product. The product is: [CH3:1][C:2]1([CH3:36])[O:7][C:6]2[CH:8]=[CH:9][C:10]([C@H:12]3[O:16][C:15](=[O:17])[N:14]([CH2:18][CH2:19][CH2:20][CH2:21][CH2:22][CH2:23][O:24][CH2:25][CH2:26][O:27][CH2:28][C:29]4[CH:30]=[C:31]([C:42]5[CH:41]=[CH:40][CH:39]=[C:38]([OH:37])[CH:43]=5)[CH:32]=[CH:33][CH:34]=4)[CH2:13]3)=[CH:11][C:5]=2[CH2:4][O:3]1. (5) Given the reactants O=[C:2]1[C:8]2[CH:9]=[C:10]([S:13](Cl)(=[O:15])=[O:14])[CH:11]=[CH:12][C:7]=2[O:6][CH2:5][CH2:4][NH:3]1.N1C=CC=CC=1.[Cl:23][C:24]1[CH:25]=[C:26]([CH:28]=[CH:29][CH:30]=1)[NH2:27].B.Cl, predict the reaction product. The product is: [Cl:23][C:24]1[CH:25]=[C:26]([NH:27][S:13]([C:10]2[CH:11]=[CH:12][C:7]3[O:6][CH2:5][CH2:4][NH:3][CH2:2][C:8]=3[CH:9]=2)(=[O:15])=[O:14])[CH:28]=[CH:29][CH:30]=1. (6) Given the reactants Br[C:2]1[CH:7]=[N:6][CH:5]=[C:4]([C:8]2[CH:13]=[CH:12][C:11]([Cl:14])=[CH:10][CH:9]=2)[N:3]=1.C(N(CC)C(C)C)(C)C.[CH2:24]([NH:28][CH2:29][C:30]1[CH:42]=[CH:41][C:33]([O:34][CH2:35][C:36]([O:38][CH2:39][CH3:40])=[O:37])=[C:32]([CH3:43])[CH:31]=1)[CH2:25][CH2:26][CH3:27], predict the reaction product. The product is: [CH2:24]([N:28]([CH2:29][C:30]1[CH:42]=[CH:41][C:33]([O:34][CH2:35][C:36]([O:38][CH2:39][CH3:40])=[O:37])=[C:32]([CH3:43])[CH:31]=1)[C:2]1[CH:7]=[N:6][CH:5]=[C:4]([C:8]2[CH:13]=[CH:12][C:11]([Cl:14])=[CH:10][CH:9]=2)[N:3]=1)[CH2:25][CH2:26][CH3:27]. (7) Given the reactants COC1C=CC(P2(SP(C3C=CC(OC)=CC=3)(=S)S2)=[S:10])=CC=1.O=[C:24]1[NH:29][CH2:28][CH2:27][N:26]([C:30]([O:32][CH2:33][C:34]2[CH:39]=[CH:38][CH:37]=[CH:36][CH:35]=2)=[O:31])[CH2:25]1, predict the reaction product. The product is: [S:10]=[C:24]1[NH:29][CH2:28][CH2:27][N:26]([C:30]([O:32][CH2:33][C:34]2[CH:39]=[CH:38][CH:37]=[CH:36][CH:35]=2)=[O:31])[CH2:25]1.